From a dataset of Full USPTO retrosynthesis dataset with 1.9M reactions from patents (1976-2016). Predict the reactants needed to synthesize the given product. (1) Given the product [S:2]1[C:6]2[CH:7]=[CH:8][CH:9]=[CH:10][C:5]=2[CH:4]=[C:3]1[C:11]([NH:13][C:14]1([C:20]([NH:22][CH:23]2[CH2:28][CH2:27][N:26]([C:31]3[CH:36]=[CH:35][C:34]([Cl:37])=[CH:33][C:32]=3[F:38])[CH2:25][C:24]2=[O:29])=[O:21])[CH2:19][CH2:18][CH2:17][CH2:16][CH2:15]1)=[O:12], predict the reactants needed to synthesize it. The reactants are: Cl.[S:2]1[C:6]2[CH:7]=[CH:8][CH:9]=[CH:10][C:5]=2[CH:4]=[C:3]1[C:11]([NH:13][C:14]1([C:20]([NH:22][CH:23]2[CH2:28][CH2:27][NH:26][CH2:25][CH:24]2[OH:29])=[O:21])[CH2:19][CH2:18][CH2:17][CH2:16][CH2:15]1)=[O:12].Br[C:31]1[CH:36]=[CH:35][C:34]([Cl:37])=[CH:33][C:32]=1[F:38]. (2) Given the product [Cl:1][C:2]1[CH:3]=[C:4]([N:9]2[CH:13]=[C:12]([CH2:14][NH:15][C:23](=[O:25])[CH3:24])[N:11]=[CH:10]2)[CH:5]=[CH:6][C:7]=1[Cl:8], predict the reactants needed to synthesize it. The reactants are: [Cl:1][C:2]1[CH:3]=[C:4]([N:9]2[CH:13]=[C:12]([CH2:14][NH2:15])[N:11]=[CH:10]2)[CH:5]=[CH:6][C:7]=1[Cl:8].C(N(CC)CC)C.[C:23](Cl)(=[O:25])[CH3:24]. (3) The reactants are: Br[C:2]1[C:10]2[N:9]=[CH:8][N:7]([CH2:11][O:12][CH2:13][CH2:14][Si:15]([CH3:18])([CH3:17])[CH3:16])[C:6]=2[CH:5]=[CH:4][CH:3]=1.[CH2:19]1[C:28]2[C:23](=[CH:24][CH:25]=[CH:26][CH:27]=2)[CH2:22][CH2:21][N:20]1[CH2:29][CH:30]([OH:48])[CH2:31][O:32][C:33]1[CH:38]=[CH:37][CH:36]=[C:35](B2OC(C)(C)C(C)(C)O2)[CH:34]=1.C([O-])([O-])=O.[Na+].[Na+]. Given the product [CH2:19]1[C:28]2[C:23](=[CH:24][CH:25]=[CH:26][CH:27]=2)[CH2:22][CH2:21][N:20]1[CH2:29][CH:30]([OH:48])[CH2:31][O:32][C:33]1[CH:38]=[CH:37][CH:36]=[C:35]([C:2]2[C:10]3[N:9]=[CH:8][N:7]([CH2:11][O:12][CH2:13][CH2:14][Si:15]([CH3:18])([CH3:17])[CH3:16])[C:6]=3[CH:5]=[CH:4][CH:3]=2)[CH:34]=1, predict the reactants needed to synthesize it. (4) Given the product [Cl:1][C:2]1[N:7]=[C:6]([C:8]([N:16]([CH:17]2[CH2:19][CH2:18]2)[CH3:15])=[O:10])[CH:5]=[CH:4][C:3]=1[O:11][CH2:12][O:13][CH3:14], predict the reactants needed to synthesize it. The reactants are: [Cl:1][C:2]1[N:7]=[C:6]([C:8]([OH:10])=O)[CH:5]=[CH:4][C:3]=1[O:11][CH2:12][O:13][CH3:14].[CH3:15][NH:16][CH:17]1[CH2:19][CH2:18]1. (5) Given the product [CH3:33][C:23]1[N:22]([NH:21][CH2:3][C:4]2[N:8]3[CH:9]=[C:10]([CH3:13])[CH:11]=[CH:12][C:7]3=[N:6][C:5]=2[C:14]2[CH:19]=[CH:18][C:17]([CH3:20])=[CH:16][CH:15]=2)[C:31](=[O:32])[C:30]2[C:25](=[CH:26][CH:27]=[CH:28][CH:29]=2)[N:24]=1, predict the reactants needed to synthesize it. The reactants are: Cl.Cl[CH2:3][C:4]1[N:8]2[CH:9]=[C:10]([CH3:13])[CH:11]=[CH:12][C:7]2=[N:6][C:5]=1[C:14]1[CH:19]=[CH:18][C:17]([CH3:20])=[CH:16][CH:15]=1.[NH2:21][N:22]1[C:31](=[O:32])[C:30]2[C:25](=[CH:26][CH:27]=[CH:28][CH:29]=2)[N:24]=[C:23]1[CH3:33]. (6) Given the product [ClH:18].[ClH:37].[F:1][C:2]([F:36])([F:35])[C:3]1[CH:4]=[C:5]([CH:28]=[C:29]([C:31]([F:34])([F:33])[F:32])[CH:30]=1)[C:6]([N:8]1[CH2:13][CH2:12][N:11]([CH2:14][C:15]#[C:16][CH2:17][N:41]2[CH2:42][CH2:43][O:44][CH2:45][C@@H:40]2[CH2:38][CH3:39])[CH2:10][C@H:9]1[CH2:19][C:20]1[CH:25]=[CH:24][C:23]([CH3:26])=[C:22]([CH3:27])[CH:21]=1)=[O:7], predict the reactants needed to synthesize it. The reactants are: [F:1][C:2]([F:36])([F:35])[C:3]1[CH:4]=[C:5]([CH:28]=[C:29]([C:31]([F:34])([F:33])[F:32])[CH:30]=1)[C:6]([N:8]1[CH2:13][CH2:12][N:11]([CH2:14][C:15]#[C:16][CH2:17][Cl:18])[CH2:10][C@H:9]1[CH2:19][C:20]1[CH:25]=[CH:24][C:23]([CH3:26])=[C:22]([CH3:27])[CH:21]=1)=[O:7].[ClH:37].[CH2:38]([C@H:40]1[CH2:45][O:44][CH2:43][CH2:42][NH:41]1)[CH3:39].C(=O)([O-])[O-].[K+].[K+].O. (7) Given the product [NH2:36][C:33]1[N:34]=[CH:35][C:30]([C:19]2[N:18]=[C:17]3[C:22]([N:23]=[C:15]([N:11]4[CH2:12][CH2:13][N:14]([C:46](=[O:45])[CH2:47][OH:48])[C@H:9]([CH3:8])[CH2:10]4)[N:16]3[CH2:37][C:38]([F:41])([F:39])[F:40])=[C:21]([N:24]3[CH2:25][CH2:26][O:27][CH2:28][CH2:29]3)[N:20]=2)=[CH:31][N:32]=1, predict the reactants needed to synthesize it. The reactants are: C(N(CC)CC)C.[CH3:8][C@H:9]1[NH:14][CH2:13][CH2:12][N:11]([C:15]2[N:16]([CH2:37][C:38]([F:41])([F:40])[F:39])[C:17]3[C:22]([N:23]=2)=[C:21]([N:24]2[CH2:29][CH2:28][O:27][CH2:26][CH2:25]2)[N:20]=[C:19]([C:30]2[CH:31]=[N:32][C:33]([NH2:36])=[N:34][CH:35]=2)[N:18]=3)[CH2:10]1.C([O:45][CH2:46][C:47](Cl)=[O:48])(=O)C.C[O-].[Na+].CO. (8) Given the product [Cl:19][C:17]1[CH:18]=[C:13]([NH:1][C:2]2[CH:6]=[CH:5][N:4]([CH2:7][C:8]([OH:10])([CH3:11])[CH3:9])[N:3]=2)[C:14](=[O:21])[N:15]([CH3:20])[N:16]=1, predict the reactants needed to synthesize it. The reactants are: [NH2:1][C:2]1[CH:6]=[CH:5][N:4]([CH2:7][C:8]([CH3:11])([OH:10])[CH3:9])[N:3]=1.Br[C:13]1[C:14](=[O:21])[N:15]([CH3:20])[N:16]=[C:17]([Cl:19])[CH:18]=1.C1(P(C2C=CC=CC=2)C2C3OC4C(=CC=CC=4P(C4C=CC=CC=4)C4C=CC=CC=4)C(C)(C)C=3C=CC=2)C=CC=CC=1. (9) Given the product [C:27]([O:10][C:7]([CH3:11])([CH2:6][CH2:5][CH2:4][C:3]([O:2][CH3:1])([CH3:15])[CH2:12][CH2:13][CH3:14])[C:8]#[CH:9])(=[O:29])[CH3:28], predict the reactants needed to synthesize it. The reactants are: [CH3:1][O:2][C:3]([CH3:15])([CH2:12][CH2:13][CH3:14])[CH2:4][CH2:5][CH2:6][C:7]([CH3:11])([OH:10])[C:8]#[CH:9].C1(C)C=CC(S(O)(=O)=O)=CC=1.[C:27](OC(=O)C)(=[O:29])[CH3:28].